Dataset: Full USPTO retrosynthesis dataset with 1.9M reactions from patents (1976-2016). Task: Predict the reactants needed to synthesize the given product. (1) Given the product [C:30]([O:34][C:35](=[O:36])[NH:37][C@H:38]([CH2:43][C:44]1[CH:49]=[CH:48][CH:47]=[CH:46][C:45]=1[F:50])[CH2:39][C:40]([N:23]1[CH2:24][CH2:25][CH2:26][C@H:15]1[C:14]1[NH:13][C:16]2[CH:17]=[CH:9][C:8]([Cl:18])=[CH:7][C:6]=2[N:2]=1)=[O:42])([CH3:31])([CH3:32])[CH3:33], predict the reactants needed to synthesize it. The reactants are: O[N:2]1[C:6]2[CH:7]=[CH:8][CH:9]=CC=2N=N1.C([N:13]([CH2:16][CH3:17])[CH2:14][CH3:15])C.[ClH:18].C(N=C=[N:23][CH2:24][CH2:25][CH2:26]N(C)C)C.[C:30]([O:34][C:35]([NH:37][C@H:38]([CH2:43][C:44]1[CH:49]=[CH:48][CH:47]=[CH:46][C:45]=1[F:50])[CH2:39][C:40]([OH:42])=O)=[O:36])([CH3:33])([CH3:32])[CH3:31].N1CCCC1. (2) Given the product [C:21]([C:25]1[CH:30]=[CH:29][CH:28]=[CH:27][C:26]=1[O:31][C:2]1[CH:19]=[C:6]2[C:7]3[C:12]([CH2:13][CH2:14][N:5]2[C:4](=[O:20])[N:3]=1)=[CH:11][C:10]([O:15][CH3:16])=[C:9]([O:17][CH3:18])[CH:8]=3)([CH3:24])([CH3:22])[CH3:23], predict the reactants needed to synthesize it. The reactants are: Cl[C:2]1[CH:19]=[C:6]2[C:7]3[C:12]([CH2:13][CH2:14][N:5]2[C:4](=[O:20])[N:3]=1)=[CH:11][C:10]([O:15][CH3:16])=[C:9]([O:17][CH3:18])[CH:8]=3.[C:21]([C:25]1[CH:30]=[CH:29][CH:28]=[CH:27][C:26]=1[OH:31])([CH3:24])([CH3:23])[CH3:22].C(=O)([O-])[O-].[K+].[K+]. (3) Given the product [C:13]([O:16][C:17](=[O:18])[NH:19][CH:20]1[CH2:21][CH2:22][C:23]([OH:24])([Si:2]([CH3:4])([CH3:3])[CH3:1])[CH2:25][CH2:26]1)([CH3:12])([CH3:14])[CH3:15], predict the reactants needed to synthesize it. The reactants are: [CH3:1][Si:2](C#C)([CH3:4])[CH3:3].C([Li])CCC.[CH3:12][C:13]([O:16][C:17]([NH:19][CH:20]1[CH2:26][CH2:25][C:23](=[O:24])[CH2:22][CH2:21]1)=[O:18])([CH3:15])[CH3:14]. (4) The reactants are: [CH2:1]([NH:5][C:6]1[CH:11]=[CH:10][CH:9]=[CH:8][CH:7]=1)[CH2:2][CH2:3][CH3:4].Cl(O)(=O)(=O)=O.[OH-:17].[NH4+:18]. Given the product [CH2:1]([NH:5][C:6]1[CH:11]=[CH:10][C:9]([N:18]2[CH2:10][CH2:11][C:6](=[O:17])[CH2:7][CH2:8]2)=[CH:8][CH:7]=1)[CH2:2][CH2:3][CH3:4], predict the reactants needed to synthesize it. (5) The reactants are: [Cl:1][C:2]1[CH:7]=[CH:6][C:5](/[CH:8]=[CH:9]/[CH2:10][CH2:11][CH2:12][C:13]#[C:14][P:15](=[O:22])([O:19][CH2:20][CH3:21])[O:16][CH2:17][CH3:18])=[CH:4][CH:3]=1. Given the product [Cl:1][C:2]1[CH:7]=[C:6]2[C:5](=[CH:4][CH:3]=1)[CH:8]=[C:9]1[CH2:10][CH2:11][CH2:12][C:13]1=[C:14]2[P:15](=[O:22])([O:16][CH2:17][CH3:18])[O:19][CH2:20][CH3:21], predict the reactants needed to synthesize it. (6) Given the product [CH2:1]([O:3][C:4]([C@@H:6]1[CH2:10][CH:9]([O:11][Si:12]([C:15]([CH3:16])([CH3:18])[CH3:17])([CH3:13])[CH3:14])[CH2:8][C@H:7]1[CH2:19][O:20][CH3:22])=[O:5])[CH3:2], predict the reactants needed to synthesize it. The reactants are: [CH2:1]([O:3][C:4]([C@@H:6]1[CH2:10][CH:9]([O:11][Si:12]([C:15]([CH3:18])([CH3:17])[CH3:16])([CH3:14])[CH3:13])[CH2:8][C@H:7]1[CH2:19][OH:20])=[O:5])[CH3:2].I[CH3:22]. (7) Given the product [Cl:21][C:19]1[CH:20]=[C:2]([C:35]2[C:29]3[O:28][C:27]4[CH:26]=[CH:25][CH:24]=[CH:23][C:31]=4[C:30]=3[CH:32]=[CH:33][CH:34]=2)[CH:3]=[C:4]([Cl:22])[C:5]=1[O:6][C@H:7]([CH2:12][C:13]1[CH:18]=[CH:17][CH:16]=[CH:15][CH:14]=1)[C:8]([O:10][CH3:11])=[O:9], predict the reactants needed to synthesize it. The reactants are: Br[C:2]1[CH:20]=[C:19]([Cl:21])[C:5]([O:6][C@H:7]([CH2:12][C:13]2[CH:18]=[CH:17][CH:16]=[CH:15][CH:14]=2)[C:8]([O:10][CH3:11])=[O:9])=[C:4]([Cl:22])[CH:3]=1.[CH:23]1[C:31]2[C:30]3[CH:32]=[CH:33][CH:34]=[CH:35][C:29]=3[O:28][C:27]=2[C:26](B(O)O)=[CH:25][CH:24]=1.C([O-])([O-])=O.[Na+].[Na+].